Task: Predict the product of the given reaction.. Dataset: Forward reaction prediction with 1.9M reactions from USPTO patents (1976-2016) (1) Given the reactants [Br:1][C:2]1[CH:3]=[CH:4][C:5]2[O:14][C:13]3[C:12](=[O:15])[NH:11][C:10]([CH2:16][N:17]4[CH2:21][CH2:20][CH:19]([C:22](OCC)=[O:23])[CH2:18]4)=[N:9][C:8]=3[C:6]=2[CH:7]=1.[NH3:27], predict the reaction product. The product is: [Br:1][C:2]1[CH:3]=[CH:4][C:5]2[O:14][C:13]3[C:12](=[O:15])[NH:11][C:10]([CH2:16][N:17]4[CH2:21][CH2:20][CH:19]([C:22]([NH2:27])=[O:23])[CH2:18]4)=[N:9][C:8]=3[C:6]=2[CH:7]=1. (2) Given the reactants [Cl:1][C:2]1[C:3]([F:33])=[C:4]([NH:8][C:9]2[C:18]3[C:13](=[CH:14][C:15]([O:31][CH3:32])=[C:16]([CH2:19][N:20]([CH3:30])[C:21]4([C:27]([OH:29])=[O:28])[CH2:26][CH2:25][NH:24][CH2:23][CH2:22]4)[CH:17]=3)[N:12]=[CH:11][N:10]=2)[CH:5]=[CH:6][CH:7]=1.[CH2:34]=O, predict the reaction product. The product is: [Cl:1][C:2]1[C:3]([F:33])=[C:4]([NH:8][C:9]2[C:18]3[C:13](=[CH:14][C:15]([O:31][CH3:32])=[C:16]([CH2:19][N:20]([CH3:30])[C:21]4([C:27]([OH:29])=[O:28])[CH2:26][CH2:25][N:24]([CH3:34])[CH2:23][CH2:22]4)[CH:17]=3)[N:12]=[CH:11][N:10]=2)[CH:5]=[CH:6][CH:7]=1.